From a dataset of Forward reaction prediction with 1.9M reactions from USPTO patents (1976-2016). Predict the product of the given reaction. (1) Given the reactants FC(F)(F)[C:3](O)=[O:4].[CH:8]([O:11][C:12]1[N:17]=[CH:16][C:15]([O:18][C:19]2[CH:24]=[CH:23][C:22]([CH2:25][CH2:26][CH:27]([NH2:29])[CH3:28])=[CH:21][CH:20]=2)=[CH:14][CH:13]=1)([CH3:10])[CH3:9].C(N1C=CN=C1)(N1C=CN=C1)=O, predict the reaction product. The product is: [CH:8]([O:11][C:12]1[N:17]=[CH:16][C:15]([O:18][C:19]2[CH:20]=[CH:21][C:22]([CH2:25][CH2:26][CH:27]([NH:29][CH:3]=[O:4])[CH3:28])=[CH:23][CH:24]=2)=[CH:14][CH:13]=1)([CH3:10])[CH3:9]. (2) Given the reactants [CH2:1]1[C:7]2[CH:8]=[CH:9][CH:10]=[CH:11][C:6]=2[CH2:5][CH2:4][NH:3][CH2:2]1.C(N(CC)CC)C.[F:19][C:20]([F:31])([F:30])[C:21](O[C:21](=[O:22])[C:20]([F:31])([F:30])[F:19])=[O:22].Cl, predict the reaction product. The product is: [F:19][C:20]([F:31])([F:30])[C:21]([N:3]1[CH2:2][CH2:1][C:7]2[CH:8]=[CH:9][CH:10]=[CH:11][C:6]=2[CH2:5][CH2:4]1)=[O:22]. (3) Given the reactants [CH2:1]([O:5][C:6]1[CH:7]=[C:8]([CH:12]=[CH:13][C:14]=1[N+:15]([O-:17])=[O:16])[C:9]([OH:11])=[O:10])[CH2:2][CH2:3][CH3:4].OS(O)(=O)=O.[CH3:23]O, predict the reaction product. The product is: [CH2:1]([O:5][C:6]1[CH:7]=[C:8]([CH:12]=[CH:13][C:14]=1[N+:15]([O-:17])=[O:16])[C:9]([O:11][CH3:23])=[O:10])[CH2:2][CH2:3][CH3:4]. (4) Given the reactants C([O-])(=O)[C@H](C(C([O-])=O)O)O.[NH2:11][C:12]1[S:13][C:14]2[CH2:20][CH:19]([NH2:21])[CH2:18][CH2:17][C:15]=2[N:16]=1.[OH-].[K+], predict the reaction product. The product is: [NH2:11][C:12]1[S:13][C:14]2[CH2:20][C@@H:19]([NH2:21])[CH2:18][CH2:17][C:15]=2[N:16]=1. (5) The product is: [F:28][C:29]([F:44])([F:43])[C:30]1[CH:31]=[C:32]([C:33]([N:8]2[CH2:13][CH2:12][C@H:11]([N:25]3[CH2:26][CH2:27][N:22]([CH3:21])[CH2:23][CH2:24]3)[C@H:10]([C:15]3[CH:16]=[CH:17][CH:18]=[CH:19][CH:20]=3)[CH2:9]2)=[O:34])[CH:36]=[C:37]([C:39]([F:42])([F:41])[F:40])[CH:38]=1. Given the reactants C([N:8]1[CH2:13][CH2:12][C:11](=O)[CH:10]([C:15]2[CH:20]=[CH:19][CH:18]=[CH:17][CH:16]=2)[CH2:9]1)C1C=CC=CC=1.[CH3:21][N:22]1[CH2:27][CH2:26][NH:25][CH2:24][CH2:23]1.[F:28][C:29]([F:44])([F:43])[C:30]1[CH:31]=[C:32]([CH:36]=[C:37]([C:39]([F:42])([F:41])[F:40])[CH:38]=1)[C:33](Cl)=[O:34], predict the reaction product. (6) Given the reactants Br[C:2]1[CH:7]=[CH:6][C:5]([N+:8]([O-:10])=[O:9])=[CH:4][C:3]=1[NH:11][C:12](=[O:19])[C:13]1[CH:18]=[CH:17][CH:16]=[CH:15][CH:14]=1.[C:20]([N:28]1[CH2:33][CH2:32][NH:31][CH2:30][CH2:29]1)(=[O:27])[C:21]1[CH:26]=[CH:25][CH:24]=[CH:23][CH:22]=1, predict the reaction product. The product is: [C:20]([N:28]1[CH2:33][CH2:32][N:31]([C:2]2[CH:7]=[CH:6][C:5]([N+:8]([O-:10])=[O:9])=[CH:4][C:3]=2[NH:11][C:12](=[O:19])[C:13]2[CH:18]=[CH:17][CH:16]=[CH:15][CH:14]=2)[CH2:30][CH2:29]1)(=[O:27])[C:21]1[CH:26]=[CH:25][CH:24]=[CH:23][CH:22]=1.